From a dataset of Forward reaction prediction with 1.9M reactions from USPTO patents (1976-2016). Predict the product of the given reaction. (1) Given the reactants [NH:1]([C:3]1[N:8]([CH2:9][CH:10]([CH3:12])[CH3:11])[C:7](=[O:13])[N:6]([CH3:14])[C:5](=[O:15])[CH:4]=1)[NH2:2].[Cl:16][C:17]1[CH:18]=[C:19]2[C:23](=[CH:24][CH:25]=1)[NH:22][N:21]=[C:20]2[CH:26]=O.[CH:28]([C:30]1[N:34]([CH3:35])[CH:33]=[C:32]([C:36]([OH:38])=[O:37])[CH:31]=1)=O, predict the reaction product. The product is: [Cl:16][C:17]1[CH:18]=[C:19]2[C:23](=[CH:24][CH:25]=1)[NH:22][N:21]=[C:20]2[CH2:26][N:2]1[C:28]([C:30]2[N:34]([CH3:35])[CH:33]=[C:32]([C:36]([OH:38])=[O:37])[CH:31]=2)=[C:4]2[C:3]([N:8]([CH2:9][CH:10]([CH3:11])[CH3:12])[C:7](=[O:13])[N:6]([CH3:14])[C:5]2=[O:15])=[N:1]1. (2) Given the reactants [F:1][C:2]1[CH:7]=[C:6]([F:8])[CH:5]=[CH:4][C:3]=1[C:9]1[CH:14]=[C:13]([N:15]2[C:19]3[CH:20]=[CH:21][C:22]([C:24]4[CH:25]=[N:26][N:27]([CH3:29])[CH:28]=4)=[CH:23][C:18]=3[N:17]=[CH:16]2)[CH:12]=[C:11]([NH:30]C(=O)C)[CH:10]=1.[OH-].[Na+], predict the reaction product. The product is: [F:1][C:2]1[CH:7]=[C:6]([F:8])[CH:5]=[CH:4][C:3]=1[C:9]1[CH:14]=[C:13]([N:15]2[C:19]3[CH:20]=[CH:21][C:22]([C:24]4[CH:25]=[N:26][N:27]([CH3:29])[CH:28]=4)=[CH:23][C:18]=3[N:17]=[CH:16]2)[CH:12]=[C:11]([NH2:30])[CH:10]=1.